This data is from HIV replication inhibition screening data with 41,000+ compounds from the AIDS Antiviral Screen. The task is: Binary Classification. Given a drug SMILES string, predict its activity (active/inactive) in a high-throughput screening assay against a specified biological target. (1) The result is 0 (inactive). The molecule is CC(=O)Nc1c(C)ccc2c1C(=O)c1ccccc1C2=O. (2) The drug is N#CC(C(=O)C(=NN)C(C#N)c1ccccc1)c1ccccc1. The result is 0 (inactive). (3) The result is 0 (inactive). The compound is CCCCCCCCCCCCCCCCCC(=O)OCC(CN(C)CCN(C)C)OC(=O)CCCCCCCCCCCCCCCCC. (4) The molecule is COC(=O)C1CN(C(=O)c2ccccc2)C(=O)N1. The result is 0 (inactive).